This data is from Forward reaction prediction with 1.9M reactions from USPTO patents (1976-2016). The task is: Predict the product of the given reaction. (1) Given the reactants [C:1]([O:5][C:6]([N:8]1[C:14](=[O:15])[C@@H:13]2[CH2:16][C@@H:9]1[C@@H:10](I)[CH2:11][C@@H:12]2[NH:17][C:18]([O:20][CH2:21][C:22]1[CH:27]=[CH:26][CH:25]=[CH:24][CH:23]=1)=[O:19])=[O:7])([CH3:4])([CH3:3])[CH3:2].CCCC[SnH](CCCC)CCCC, predict the reaction product. The product is: [C:1]([O:5][C:6]([N:8]1[C:14](=[O:15])[C@@H:13]2[CH2:16][CH:9]1[CH2:10][CH2:11][C@@H:12]2[NH:17][C:18]([O:20][CH2:21][C:22]1[CH:27]=[CH:26][CH:25]=[CH:24][CH:23]=1)=[O:19])=[O:7])([CH3:4])([CH3:2])[CH3:3]. (2) Given the reactants Cl[C:2]1[CH:7]=[CH:6][C:5]([NH:8][C:9]2[C:18]3[C:13](=[CH:14][C:15]([O:21][CH2:22][CH:23]4[O:25][CH2:24]4)=[C:16]([O:19][CH3:20])[CH:17]=3)[N:12]=[CH:11][N:10]=2)=[C:4]([F:26])[CH:3]=1.OC1C=C2C(C(NC3C=CC([Br:45])=CC=3F)=NC=N2)=CC=1OC.BrCC1OC1.C(=O)([O-])[O-].[K+].[K+], predict the reaction product. The product is: [Br:45][C:2]1[CH:7]=[CH:6][C:5]([NH:8][C:9]2[C:18]3[C:13](=[CH:14][C:15]([O:21][CH2:22][CH:23]4[O:25][CH2:24]4)=[C:16]([O:19][CH3:20])[CH:17]=3)[N:12]=[CH:11][N:10]=2)=[C:4]([F:26])[CH:3]=1. (3) Given the reactants [C:1]12([NH:6][C:7]3[C:12]([C:13](O)=[O:14])=[CH:11][N:10]=[C:9]([S:16][CH3:17])[N:8]=3)[CH2:5][CH:3]([CH2:4]1)[CH2:2]2.C1C=CC2N(O)N=[N:24]C=2C=1.C(Cl)CCl.[OH-].[NH4+], predict the reaction product. The product is: [C:1]12([NH:6][C:7]3[C:12]([C:13]([NH2:24])=[O:14])=[CH:11][N:10]=[C:9]([S:16][CH3:17])[N:8]=3)[CH2:5][CH:3]([CH2:4]1)[CH2:2]2. (4) Given the reactants [Cl:1][C:2]1[CH:3]=[C:4]([NH:9][C:10]2[C:11]3[CH:19]=[C:18]([NH:20]CC4C=CC(OC)=CC=4)[N:17]=[CH:16][C:12]=3[N:13]=[CH:14][N:15]=2)[CH:5]=[CH:6][C:7]=1[Cl:8].FC(F)(F)C(O)=O.C1(OC)C=CC=CC=1, predict the reaction product. The product is: [Cl:1][C:2]1[CH:3]=[C:4]([NH:9][C:10]2[C:11]3[CH:19]=[C:18]([NH2:20])[N:17]=[CH:16][C:12]=3[N:13]=[CH:14][N:15]=2)[CH:5]=[CH:6][C:7]=1[Cl:8].